This data is from Reaction yield outcomes from USPTO patents with 853,638 reactions. The task is: Predict the reaction yield, written as a fraction of the theoretical maximum amount of product (1.0 means a 100% yield; for example, 0.34 means a 34% yield). (1) The reactants are C(OC([NH:8][C@:9]([CH3:39])([CH2:20][CH2:21][C:22]1[O:23][C:24]([C:27](=[O:38])[CH2:28][CH2:29][CH2:30][CH2:31][C:32]2[CH:37]=[CH:36][CH:35]=[CH:34][CH:33]=2)=[CH:25][CH:26]=1)[CH2:10][CH2:11][P:12](=[O:19])([O:16]CC)[O:13]CC)=O)(C)(C)C.Br[Si](C)(C)C. The catalyst is ClCCl. The product is [NH2:8][C@:9]([CH3:39])([CH2:20][CH2:21][C:22]1[O:23][C:24]([C:27](=[O:38])[CH2:28][CH2:29][CH2:30][CH2:31][C:32]2[CH:33]=[CH:34][CH:35]=[CH:36][CH:37]=2)=[CH:25][CH:26]=1)[CH2:10][CH2:11][P:12](=[O:13])([OH:16])[OH:19]. The yield is 0.660. (2) The reactants are [C:1]([O:5][C:6]([N:8]1[C:13]2[CH:14]=[C:15]([Cl:19])[C:16]([OH:18])=[CH:17][C:12]=2[O:11][CH:10]([C:20]([N:22]2[CH2:27][CH2:26][C:25]([C:36]#[N:37])([CH2:28][C:29]3[CH:34]=[CH:33][C:32]([F:35])=[CH:31][CH:30]=3)[CH2:24][CH2:23]2)=[O:21])[CH2:9]1)=[O:7])([CH3:4])([CH3:3])[CH3:2].C([O-])([O-])=O.[K+].[K+].[CH2:44](I)[CH3:45]. The catalyst is CC(C)=O. The product is [C:1]([O:5][C:6]([N:8]1[C:13]2[CH:14]=[C:15]([Cl:19])[C:16]([O:18][CH2:44][CH3:45])=[CH:17][C:12]=2[O:11][CH:10]([C:20]([N:22]2[CH2:27][CH2:26][C:25]([C:36]#[N:37])([CH2:28][C:29]3[CH:30]=[CH:31][C:32]([F:35])=[CH:33][CH:34]=3)[CH2:24][CH2:23]2)=[O:21])[CH2:9]1)=[O:7])([CH3:4])([CH3:2])[CH3:3]. The yield is 0.817.